From a dataset of Full USPTO retrosynthesis dataset with 1.9M reactions from patents (1976-2016). Predict the reactants needed to synthesize the given product. (1) Given the product [Cl:29][C:30]1[CH:38]=[CH:37][CH:36]=[CH:35][C:31]=1[C:32]([NH:22][C:19]1[CH:18]=[CH:17][C:16]([C:9]2[O:10][C:11]([C:12]([F:13])([F:14])[F:15])=[C:7]([C:1]3[CH:2]=[CH:3][CH:4]=[CH:5][CH:6]=3)[N:8]=2)=[CH:21][CH:20]=1)=[O:33], predict the reactants needed to synthesize it. The reactants are: [C:1]1([C:7]2[N:8]=[C:9]([C:16]3[CH:21]=[CH:20][C:19]([NH2:22])=[CH:18][CH:17]=3)[O:10][C:11]=2[C:12]([F:15])([F:14])[F:13])[CH:6]=[CH:5][CH:4]=[CH:3][CH:2]=1.N1C=CC=CC=1.[Cl:29][C:30]1[CH:38]=[CH:37][CH:36]=[CH:35][C:31]=1[C:32](Cl)=[O:33]. (2) Given the product [NH2:1][C:2]1[CH:3]=[CH:4][C:5]([C:6]([N:51]2[CH2:50][CH2:49][N:48]([C:41]([O:43][C:44]([CH3:47])([CH3:46])[CH3:45])=[O:42])[CH2:53][CH2:52]2)=[O:8])=[CH:9][CH:10]=1, predict the reactants needed to synthesize it. The reactants are: [NH2:1][C:2]1[CH:10]=[CH:9][C:5]([C:6]([OH:8])=O)=[CH:4][CH:3]=1.CCN=C=NCCCN(C)C.Cl.Cl.C1C=CC2N(O)N=NC=2C=1.CCN(CC)CC.[C:41]([N:48]1[CH2:53][CH2:52][NH:51][CH2:50][CH2:49]1)([O:43][C:44]([CH3:47])([CH3:46])[CH3:45])=[O:42].[OH-].[Na+]. (3) Given the product [CH2:17]([O:16][C:14]([N:24]1[CH2:25][CH2:26][C:27]1=[O:29])=[O:15])[C:18]1[CH:19]=[CH:20][CH:21]=[CH:22][CH:23]=1, predict the reactants needed to synthesize it. The reactants are: N[C@H]([C:14]([O:16][CH2:17][C:18]1[CH:23]=[CH:22][CH:21]=[CH:20][CH:19]=1)=[O:15])C[C:14]([O:16][CH2:17][C:18]1[CH:23]=[CH:22][CH:21]=[CH:20][CH:19]=1)=[O:15].[NH2:24][C@H:25](C([O-])=O)[CH2:26][C:27]([O-:29])=O.C(O)C1C=CC=CC=1.C1(C)C=CC(S(O)(=O)=O)=CC=1.C[Si](Cl)(C)C.C([Mg]Cl)(C)(C)C. (4) Given the product [ClH:23].[CH:1]([C:4]1[N:8]=[C:7]([N:9]2[CH2:10][CH2:11][CH:12]([NH2:15])[CH2:13][CH2:14]2)[S:6][N:5]=1)([CH3:3])[CH3:2], predict the reactants needed to synthesize it. The reactants are: [CH:1]([C:4]1[N:8]=[C:7]([N:9]2[CH2:14][CH2:13][CH:12]([NH:15]C(=O)OC(C)(C)C)[CH2:11][CH2:10]2)[S:6][N:5]=1)([CH3:3])[CH3:2].[ClH:23].CCOCC. (5) Given the product [C:1]([O:5][C:6]([N:8]1[CH2:13][CH2:12][N:11]([C:14]2[C:15]([Cl:23])=[CH:16][CH:17]=[CH:18][C:19]=2[NH2:20])[CH2:10][CH2:9]1)=[O:7])([CH3:4])([CH3:2])[CH3:3], predict the reactants needed to synthesize it. The reactants are: [C:1]([O:5][C:6]([N:8]1[CH2:13][CH2:12][N:11]([C:14]2[C:19]([N+:20]([O-])=O)=[CH:18][CH:17]=[CH:16][C:15]=2[Cl:23])[CH2:10][CH2:9]1)=[O:7])([CH3:4])([CH3:3])[CH3:2].C([O-])=O.[NH4+].CC(C)=O.C(Cl)Cl. (6) Given the product [Br:35][C:36]1[CH:41]=[CH:40][C:39]([CH2:42][NH:43][C:31]([CH:29]2[CH2:28][CH:27]([O:26][CH3:25])[CH2:30]2)=[O:33])=[CH:38][CH:37]=1, predict the reactants needed to synthesize it. The reactants are: CN(C(ON1N=NC2C=CC=NC1=2)=[N+](C)C)C.F[P-](F)(F)(F)(F)F.[CH3:25][O:26][CH:27]1[CH2:30][CH:29]([C:31]([OH:33])=O)[CH2:28]1.Cl.[Br:35][C:36]1[CH:41]=[CH:40][C:39]([CH2:42][NH2:43])=[CH:38][CH:37]=1. (7) Given the product [CH:6]1([O:9][C:10]2[CH:11]=[C:12]([C:20]3[N:29]([CH2:30][O:31][CH2:32][CH2:33][Si:34]([CH3:35])([CH3:37])[CH3:36])[C:23]4[CH:24]=[N:25][NH:26][C:27](=[O:28])[C:22]=4[C:21]=3[CH2:38][OH:39])[CH:13]=[CH:14][C:15]=2[O:16][CH:17]([F:19])[F:18])[CH2:8][CH2:7]1, predict the reactants needed to synthesize it. The reactants are: O1CCCC1.[CH:6]1([O:9][C:10]2[CH:11]=[C:12]([C:20]3[N:29]([CH2:30][O:31][CH2:32][CH2:33][Si:34]([CH3:37])([CH3:36])[CH3:35])[C:23]4[CH:24]=[N:25][NH:26][C:27](=[O:28])[C:22]=4[C:21]=3[CH:38]=[O:39])[CH:13]=[CH:14][C:15]=2[O:16][CH:17]([F:19])[F:18])[CH2:8][CH2:7]1.[BH4-].[Na+]. (8) Given the product [N:19]1([C:22]([O:16][CH:12]([C:9]2[CH:10]=[N:11][C:6]([C:3]3[CH:4]=[CH:5][O:1][CH:2]=3)=[CH:7][CH:8]=2)[CH:13]([CH3:14])[CH3:15])=[O:23])[CH:18]=[CH:17][N:21]=[CH:20]1, predict the reactants needed to synthesize it. The reactants are: [O:1]1[CH:5]=[CH:4][C:3]([C:6]2[N:11]=[CH:10][C:9]([CH:12]([OH:16])[CH:13]([CH3:15])[CH3:14])=[CH:8][CH:7]=2)=[CH:2]1.[CH:17]1[N:21]=[CH:20][N:19]([C:22](N2C=NC=C2)=[O:23])[CH:18]=1.